Predict the reaction yield, written as a fraction of the theoretical maximum amount of product (1.0 means a 100% yield; for example, 0.34 means a 34% yield). From a dataset of Reaction yield outcomes from USPTO patents with 853,638 reactions. (1) The reactants are [C:1]([O:4][CH2:5][C@@H:6]1[C@@H:11]([O:12][C:13](=[O:15])[CH3:14])[C@H:10](OC(=O)C)[CH:9]=[CH:8][O:7]1)(=[O:3])[CH3:2].[C:20]([Si:24]([CH3:36])([CH3:35])[O:25][C:26]1[CH:27]=[C:28](B(O)O)[CH:29]=[CH:30][CH:31]=1)([CH3:23])([CH3:22])[CH3:21]. The catalyst is CC#N.C(Cl)Cl.CC([O-])=O.CC([O-])=O.[Pd+2]. The product is [C:1]([O:4][CH2:5][C@@H:6]1[C@@H:11]([O:12][C:13](=[O:15])[CH3:14])[CH:10]=[CH:9][C@@H:8]([C:28]2[CH:29]=[CH:30][CH:31]=[C:26]([O:25][Si:24]([C:20]([CH3:23])([CH3:22])[CH3:21])([CH3:35])[CH3:36])[CH:27]=2)[O:7]1)(=[O:3])[CH3:2]. The yield is 0.470. (2) No catalyst specified. The yield is 0.860. The product is [Si:1]([O:8][CH2:9][CH2:10][N:11]1[CH:15]=[C:14]([CH2:16][O:17][C:19]2[C:28]3[C:23](=[CH:24][CH:25]=[CH:26][CH:27]=3)[C:22]3=[N:29][N:30]=[C:31]([C:32]4[CH:36]=[C:35]([CH3:37])[O:34][N:33]=4)[N:21]3[N:20]=2)[N:13]=[N:12]1)([C:4]([CH3:7])([CH3:6])[CH3:5])([CH3:3])[CH3:2]. The reactants are [Si:1]([O:8][CH2:9][CH2:10][N:11]1[CH:15]=[C:14]([CH2:16][OH:17])[N:13]=[N:12]1)([C:4]([CH3:7])([CH3:6])[CH3:5])([CH3:3])[CH3:2].Cl[C:19]1[C:28]2[C:23](=[CH:24][CH:25]=[CH:26][CH:27]=2)[C:22]2=[N:29][N:30]=[C:31]([C:32]3[CH:36]=[C:35]([CH3:37])[O:34][N:33]=3)[N:21]2[N:20]=1. (3) The reactants are ClC(Cl)(Cl)C([N:5]1[CH2:10][CH2:9][N:8]([C:11]2[CH:16]=[C:15]([S:17]([N:20]3[C:28]4[C:23](=[CH:24][C:25]([F:29])=[CH:26][CH:27]=4)[CH:22]=[CH:21]3)(=[O:19])=[O:18])[CH:14]=[CH:13][C:12]=2[O:30][CH3:31])[CH2:7][CH2:6]1)=O.[OH-].[K+]. The product is [F:29][C:25]1[CH:24]=[C:23]2[C:28](=[CH:27][CH:26]=1)[N:20]([S:17]([C:15]1[CH:14]=[CH:13][C:12]([O:30][CH3:31])=[C:11]([N:8]3[CH2:7][CH2:6][NH:5][CH2:10][CH2:9]3)[CH:16]=1)(=[O:19])=[O:18])[CH:21]=[CH:22]2. The catalyst is C1COCC1. The yield is 0.830. (4) The reactants are C(O)(C)C.[F:5][C:6]1[CH:11]=[CH:10][CH:9]=[C:8]([F:12])[C:7]=1[N:13]1[C:18]2[N:19]=[C:20]([NH:38][CH2:39][C:40]3[NH:41][CH:42]=[CH:43][N:44]=3)[N:21]=[C:22]([C:23]3[CH:24]=[C:25]([CH:34]=[CH:35][C:36]=3[CH3:37])[C:26]([NH:28][C:29]3[S:30][CH:31]=[CH:32][N:33]=3)=[O:27])[C:17]=2[CH:16]=[CH:15][C:14]1=[O:45].[C:46]([OH:58])(=[O:57])[CH2:47][C:48]([CH2:53][C:54]([OH:56])=[O:55])([C:50]([OH:52])=[O:51])[OH:49]. The catalyst is C1COCC1. The product is [C:46]([OH:58])(=[O:57])[CH2:47][C:48]([CH2:53][C:54]([OH:56])=[O:55])([C:50]([OH:52])=[O:51])[OH:49].[F:5][C:6]1[CH:11]=[CH:10][CH:9]=[C:8]([F:12])[C:7]=1[N:13]1[C:18]2[N:19]=[C:20]([NH:38][CH2:39][C:40]3[NH:44][CH:43]=[CH:42][N:41]=3)[N:21]=[C:22]([C:23]3[CH:24]=[C:25]([CH:34]=[CH:35][C:36]=3[CH3:37])[C:26]([NH:28][C:29]3[S:30][CH:31]=[CH:32][N:33]=3)=[O:27])[C:17]=2[CH:16]=[CH:15][C:14]1=[O:45]. The yield is 0.614. (5) The yield is 0.620. The catalyst is CO.[OH-].[NH4+].[Ni]. The reactants are [O:1]1[CH2:6][CH2:5][CH:4]([S:7]([C:10]2[CH:11]=[CH:12][C:13]([C:16]#[N:17])=[N:14][CH:15]=2)(=[O:9])=[O:8])[CH2:3][CH2:2]1.[H][H]. The product is [O:1]1[CH2:6][CH2:5][CH:4]([S:7]([C:10]2[CH:11]=[CH:12][C:13]([CH2:16][NH2:17])=[N:14][CH:15]=2)(=[O:9])=[O:8])[CH2:3][CH2:2]1. (6) The reactants are [CH2:1]([C@@H:4]1[C@@H:8]([O:9][CH2:10][C:11]2[CH:16]=[CH:15][CH:14]=[CH:13][CH:12]=2)[C@H:7]([O:17][CH2:18][C:19]2[CH:24]=[CH:23][CH:22]=[CH:21][CH:20]=2)[C@@H:6]([CH2:25][O:26][CH2:27][C:28]2[CH:33]=[CH:32][CH:31]=[CH:30][CH:29]=2)[N:5]1O)[CH:2]=[CH2:3].[CH3:35][C:36]([O:39][C:40](O[C:40]([O:39][C:36]([CH3:38])([CH3:37])[CH3:35])=[O:41])=[O:41])([CH3:38])[CH3:37].CCN(C(C)C)C(C)C. The catalyst is CC(O)=O.CO.[Zn]. The product is [CH2:1]([C@@H:4]1[C@@H:8]([O:9][CH2:10][C:11]2[CH:16]=[CH:15][CH:14]=[CH:13][CH:12]=2)[C@H:7]([O:17][CH2:18][C:19]2[CH:24]=[CH:23][CH:22]=[CH:21][CH:20]=2)[C@@H:6]([CH2:25][O:26][CH2:27][C:28]2[CH:33]=[CH:32][CH:31]=[CH:30][CH:29]=2)[N:5]1[C:40]([O:39][C:36]([CH3:38])([CH3:37])[CH3:35])=[O:41])[CH:2]=[CH2:3]. The yield is 0.850.